Task: Predict the product of the given reaction.. Dataset: Forward reaction prediction with 1.9M reactions from USPTO patents (1976-2016) Given the reactants [N:1]12[CH2:8][CH2:7][CH:4]([CH2:5][CH2:6]1)[CH:3]([O:9][C:10]1[CH:15]=[CH:14][C:13]([C:16]3[CH:21]=[CH:20][C:19]([NH:22][C:23]4[CH:28]=[CH:27][CH:26]=[CH:25][CH:24]=4)=[CH:18][CH:17]=3)=[CH:12][CH:11]=1)[CH2:2]2.C(O)C.[C:32]([OH:39])(=[O:38])/[CH:33]=[CH:34]/[C:35]([OH:37])=[O:36], predict the reaction product. The product is: [C:32]([OH:39])(=[O:38])/[CH:33]=[CH:34]/[C:35]([OH:37])=[O:36].[N:1]12[CH2:6][CH2:5][CH:4]([CH2:7][CH2:8]1)[CH:3]([O:9][C:10]1[CH:11]=[CH:12][C:13]([C:16]3[CH:21]=[CH:20][C:19]([NH:22][C:23]4[CH:28]=[CH:27][CH:26]=[CH:25][CH:24]=4)=[CH:18][CH:17]=3)=[CH:14][CH:15]=1)[CH2:2]2.